The task is: Predict the product of the given reaction.. This data is from Forward reaction prediction with 1.9M reactions from USPTO patents (1976-2016). (1) The product is: [CH3:55][O:54][C:51]1[CH:52]=[C:53]2[C:48](=[CH:49][C:50]=1[O:56][CH3:57])[N:47]=[CH:46][CH:45]=[C:44]2[O:21][C:3]1[CH:4]=[CH:5][C:6]([C:8]2[CH:13]=[N:12][C:11]([NH:14][C:15]3[CH:20]=[CH:19][CH:18]=[CH:17][CH:16]=3)=[N:10][CH:9]=2)=[CH:7][C:2]=1[F:1]. Given the reactants [F:1][C:2]1[CH:7]=[C:6]([C:8]2[CH:9]=[N:10][C:11]([NH:14][C:15]3[CH:20]=[CH:19][CH:18]=[CH:17][CH:16]=3)=[N:12][CH:13]=2)[CH:5]=[CH:4][C:3]=1[OH:21].C(C1CCCN(C(C2C=CC(O[C:44]3[C:53]4[C:48](=[CH:49][C:50]([O:56][CH3:57])=[C:51]([O:54][CH3:55])[CH:52]=4)[N:47]=[CH:46][CH:45]=3)=C(F)C=2)=O)C1)C1C=CC=CC=1, predict the reaction product. (2) Given the reactants [F:1][C:2]1[C:3]([NH:40]C(=O)C(F)(F)F)=[C:4]([CH:10]=[C:11]([C:13]2[CH:14]=[C:15]3[C:21]([C:22]4[CH:27]=[CH:26][CH:25]=[CH:24][C:23]=4[O:28][CH3:29])=[CH:20][N:19](S(C4C=CC(C)=CC=4)(=O)=O)[C:16]3=[N:17][CH:18]=2)[CH:12]=1)[C:5]([N:7]([CH3:9])[CH3:8])=[O:6].Br[CH2:48][C:49]([NH:51][CH:52]([CH3:54])[CH3:53])=[O:50].C(=O)([O-])[O-].[K+].[K+].[I-].[Na+], predict the reaction product. The product is: [F:1][C:2]1[C:3]([NH:40][CH2:48][C:49](=[O:50])[NH:51][CH:52]([CH3:54])[CH3:53])=[C:4]([CH:10]=[C:11]([C:13]2[CH:14]=[C:15]3[C:21]([C:22]4[CH:27]=[CH:26][CH:25]=[CH:24][C:23]=4[O:28][CH3:29])=[CH:20][NH:19][C:16]3=[N:17][CH:18]=2)[CH:12]=1)[C:5]([N:7]([CH3:9])[CH3:8])=[O:6]. (3) Given the reactants [Cl:1][C:2]1[C:3]([O:30][CH3:31])=[CH:4][C:5]([O:28][CH3:29])=[C:6]([NH:8][C:9]([CH2:11][N:12]2[C:21]3[C:16](=[CH:17][CH:18]=[CH:19][CH:20]=3)[C:15](=[O:22])[N:14]([CH2:23][C:24]([OH:26])=O)[C:13]2=[O:27])=[O:10])[CH:7]=1.C(N(CC)CC)C.CN(C(ON1N=NC2C=CC=NC1=2)=[N+](C)C)C.F[P-](F)(F)(F)(F)F.[CH3:63][N:64]1[CH2:69][CH2:68][NH:67][CH2:66][CH2:65]1, predict the reaction product. The product is: [Cl:1][C:2]1[C:3]([O:30][CH3:31])=[CH:4][C:5]([O:28][CH3:29])=[C:6]([NH:8][C:9](=[O:10])[CH2:11][N:12]2[C:21]3[C:16](=[CH:17][CH:18]=[CH:19][CH:20]=3)[C:15](=[O:22])[N:14]([CH2:23][C:24]([N:67]3[CH2:68][CH2:69][N:64]([CH3:63])[CH2:65][CH2:66]3)=[O:26])[C:13]2=[O:27])[CH:7]=1. (4) Given the reactants [F:1][C:2]1[CH:7]=[CH:6][C:5]([CH:8]([C:23]2[CH:28]=[CH:27][C:26]([C:29]([F:32])([F:31])[F:30])=[CH:25][CH:24]=2)[O:9][C:10]2[CH:19]=[CH:18][C:17]([N+:20]([O-])=O)=[CH:16][C:11]=2[C:12]([O:14][CH3:15])=[O:13])=[CH:4][CH:3]=1.[Cl-].[Ca+2].[Cl-], predict the reaction product. The product is: [NH2:20][C:17]1[CH:18]=[CH:19][C:10]([O:9][CH:8]([C:5]2[CH:4]=[CH:3][C:2]([F:1])=[CH:7][CH:6]=2)[C:23]2[CH:28]=[CH:27][C:26]([C:29]([F:30])([F:31])[F:32])=[CH:25][CH:24]=2)=[C:11]([CH:16]=1)[C:12]([O:14][CH3:15])=[O:13]. (5) Given the reactants Br[C:2]1[CH:3]=[C:4]2[C:9](=[CH:10][CH:11]=1)[C:8]([NH2:12])=[N:7][CH:6]=[CH:5]2.[CH3:13][N:14](C=O)C, predict the reaction product. The product is: [NH2:12][C:8]1[C:9]2[C:4](=[CH:3][C:2]([C:13]#[N:14])=[CH:11][CH:10]=2)[CH:5]=[CH:6][N:7]=1.